From a dataset of Catalyst prediction with 721,799 reactions and 888 catalyst types from USPTO. Predict which catalyst facilitates the given reaction. (1) Reactant: [Cl:1][C:2]1[C:7]([O:8][CH3:9])=[CH:6][C:5]([O:10][CH3:11])=[C:4]([Cl:12])[C:3]=1[C:13]1[C:24](=[O:25])[N:23]([CH2:26][CH2:27][C:28]2[CH:33]=[CH:32][C:31]([NH:34]C(=O)OC(C)(C)C)=[CH:30][CH:29]=2)[C:16]2[N:17]=[C:18]([NH:21][CH3:22])[N:19]=[CH:20][C:15]=2[CH:14]=1.C(=O)(O)[O-].[Na+]. Product: [NH2:34][C:31]1[CH:30]=[CH:29][C:28]([CH2:27][CH2:26][N:23]2[C:16]3[N:17]=[C:18]([NH:21][CH3:22])[N:19]=[CH:20][C:15]=3[CH:14]=[C:13]([C:3]3[C:4]([Cl:12])=[C:5]([O:10][CH3:11])[CH:6]=[C:7]([O:8][CH3:9])[C:2]=3[Cl:1])[C:24]2=[O:25])=[CH:33][CH:32]=1. The catalyst class is: 281. (2) Reactant: C(OC(=O)[N:7]([C:16]1[S:17][C:18]([CH2:21][C:22]2[C:30]3[C:25](=[N:26][CH:27]=[C:28]([Cl:31])[CH:29]=3)[NH:24][CH:23]=2)=[CH:19][N:20]=1)[CH2:8][C:9]1[CH:14]=[CH:13][C:12]([F:15])=[CH:11][CH:10]=1)(C)(C)C.FC(F)(F)C(O)=O. Product: [Cl:31][C:28]1[CH:29]=[C:30]2[C:22]([CH2:21][C:18]3[S:17][C:16]([NH:7][CH2:8][C:9]4[CH:14]=[CH:13][C:12]([F:15])=[CH:11][CH:10]=4)=[N:20][CH:19]=3)=[CH:23][NH:24][C:25]2=[N:26][CH:27]=1. The catalyst class is: 4. (3) Reactant: C([O:5]C(=O)[NH:7][C:8]1[CH:13]=[N:12][C:11]([CH2:14][C:15]#[N:16])=[CH:10][N:9]=1)(C)(C)C.FC(F)(F)C(O)=O. Product: [OH-:5].[NH4+:7].[NH2:7][C:8]1[N:9]=[CH:10][C:11]([CH2:14][C:15]#[N:16])=[N:12][CH:13]=1. The catalyst class is: 2.